Dataset: Merck oncology drug combination screen with 23,052 pairs across 39 cell lines. Task: Regression. Given two drug SMILES strings and cell line genomic features, predict the synergy score measuring deviation from expected non-interaction effect. Drug 1: NC(=O)c1cccc2cn(-c3ccc(C4CCCNC4)cc3)nc12. Drug 2: CCc1cnn2c(NCc3ccc[n+]([O-])c3)cc(N3CCCCC3CCO)nc12. Cell line: LNCAP. Synergy scores: synergy=-1.87.